Dataset: Reaction yield outcomes from USPTO patents with 853,638 reactions. Task: Predict the reaction yield, written as a fraction of the theoretical maximum amount of product (1.0 means a 100% yield; for example, 0.34 means a 34% yield). (1) The reactants are Br[C:2]1[CH:3]=[C:4]([CH:18]=[C:19]([CH3:21])[CH:20]=1)[C:5]([C:7]1[NH:12][C:11](=[O:13])[NH:10][C:9](=[O:14])[C:8]=1[CH:15]([CH3:17])[CH3:16])=[O:6].C([O-])([O-])=O.[K+].[K+].I[CH2:29][CH3:30].[CH3:31][N:32](C=O)C. The catalyst is O.[C-]#N.[Zn+2].[C-]#N.C1C=CC(P(C2C=CC=CC=2)[C-]2C=CC=C2)=CC=1.C1C=CC(P(C2C=CC=CC=2)[C-]2C=CC=C2)=CC=1.[Fe+2].C1C=CC(/C=C/C(/C=C/C2C=CC=CC=2)=O)=CC=1.C1C=CC(/C=C/C(/C=C/C2C=CC=CC=2)=O)=CC=1.C1C=CC(/C=C/C(/C=C/C2C=CC=CC=2)=O)=CC=1.[Pd].[Pd]. The product is [CH2:29]([N:12]1[C:7]([C:5]([C:4]2[CH:3]=[C:2]([CH:20]=[C:19]([CH3:21])[CH:18]=2)[C:31]#[N:32])=[O:6])=[C:8]([CH:15]([CH3:17])[CH3:16])[C:9](=[O:14])[NH:10][C:11]1=[O:13])[CH3:30]. The yield is 0.480. (2) The reactants are [Cl:1][C:2]1[CH:3]=[C:4]([NH:9][C:10]([C:12]2[C:16]([CH2:17][O:18][Si:19]([CH:26]([CH3:28])[CH3:27])([CH:23]([CH3:25])[CH3:24])[CH:20]([CH3:22])[CH3:21])=[N:15][O:14][N:13]=2)=O)[CH:5]=[CH:6][C:7]=1[F:8].COC1C=CC(P2(=S)SP(C3C=CC(OC)=CC=3)(=S)[S:38]2)=CC=1. The catalyst is C1(C)C=CC=CC=1.C(Cl)(Cl)Cl. The product is [Cl:1][C:2]1[CH:3]=[C:4]([NH:9][C:10]([C:12]2[C:16]([CH2:17][O:18][Si:19]([CH:26]([CH3:28])[CH3:27])([CH:23]([CH3:25])[CH3:24])[CH:20]([CH3:22])[CH3:21])=[N:15][O:14][N:13]=2)=[S:38])[CH:5]=[CH:6][C:7]=1[F:8]. The yield is 0.780.